From a dataset of Catalyst prediction with 721,799 reactions and 888 catalyst types from USPTO. Predict which catalyst facilitates the given reaction. (1) Reactant: [CH:1]1[N:5]=[CH:4][N:3]([C:6]([N:8]2[CH:12]=N[CH:10]=[CH:9]2)=[O:7])[CH:2]=1.[CH2:13]([CH:20]1CCNC[CH2:21]1)[C:14]1[CH:19]=[CH:18][CH:17]=[CH:16][CH:15]=1. Product: [CH2:13]([CH:20]1[CH2:10][CH2:9][N:8]([C:6]([N:3]2[CH:2]=[CH:1][N:5]=[CH:4]2)=[O:7])[CH2:12][CH2:21]1)[C:14]1[CH:19]=[CH:18][CH:17]=[CH:16][CH:15]=1. The catalyst class is: 2. (2) Reactant: [CH2:1]([CH:3]([C:6]1[C:11]2[N:12]([CH2:16][CH2:17][CH2:18][C:19]([O:21][CH2:22][CH3:23])=[O:20])[C:13](=[O:15])[NH:14][C:10]=2[CH:9]=[CH:8][CH:7]=1)[CH2:4][CH3:5])[CH3:2].N(C(C)(C)C#N)=NC(C)(C)C#N.[Cl:36]N1C(=O)CCC1=O. Product: [Cl:36][C:9]1[C:10]2[NH:14][C:13](=[O:15])[N:12]([CH2:16][CH2:17][CH2:18][C:19]([O:21][CH2:22][CH3:23])=[O:20])[C:11]=2[C:6]([CH:3]([CH2:4][CH3:5])[CH2:1][CH3:2])=[CH:7][CH:8]=1. The catalyst class is: 159. (3) Reactant: Cl[CH2:2][C:3]1[CH:4]=[C:5]([CH:15]=[CH:16][CH:17]=1)[O:6][CH2:7][CH2:8][N:9]1[CH2:14][CH2:13][O:12][CH2:11][CH2:10]1.[OH:18][C:19]1[CH:28]=[CH:27][C:22]([C:23]([O:25][CH3:26])=[O:24])=[CH:21][CH:20]=1.C([O-])([O-])=O.[K+].[K+]. Product: [O:12]1[CH2:13][CH2:14][N:9]([CH2:8][CH2:7][O:6][C:5]2[CH:4]=[C:3]([CH:17]=[CH:16][CH:15]=2)[CH2:2][O:18][C:19]2[CH:20]=[CH:21][C:22]([C:23]([O:25][CH3:26])=[O:24])=[CH:27][CH:28]=2)[CH2:10][CH2:11]1. The catalyst class is: 23. (4) Product: [CH2:3]1[C:12]2[C:7](=[CH:8][CH:9]=[CH:10][CH:11]=2)[CH2:6][CH2:5][N:4]1[C:13]1[N:18]=[C:17]([CH3:19])[C:16]([CH:20]([CH2:25][CH2:26][CH3:27])[C:21]([OH:23])=[O:22])=[C:15]([C:28]2[CH:29]=[CH:30][C:31]([CH3:34])=[CH:32][CH:33]=2)[N:14]=1. The catalyst class is: 5. Reactant: [OH-].[Na+].[CH2:3]1[C:12]2[C:7](=[CH:8][CH:9]=[CH:10][CH:11]=2)[CH2:6][CH2:5][N:4]1[C:13]1[N:18]=[C:17]([CH3:19])[C:16]([CH:20]([CH2:25][CH2:26][CH3:27])[C:21]([O:23]C)=[O:22])=[C:15]([C:28]2[CH:33]=[CH:32][C:31]([CH3:34])=[CH:30][CH:29]=2)[N:14]=1. (5) Reactant: [F:1][C:2]1[CH:3]=[C:4]([Mg]Br)[CH:5]=[CH:6][CH:7]=1.[F:10][C:11]([F:29])([F:28])[C:12]1[N:16]2[N:17]=[C:18]([N:21]3[CH2:26][CH2:25][C:24](=[O:27])[CH2:23][CH2:22]3)[CH:19]=[CH:20][C:15]2=[N:14][N:13]=1. Product: [F:1][C:2]1[CH:3]=[C:4]([C:24]2([OH:27])[CH2:25][CH2:26][N:21]([C:18]3[CH:19]=[CH:20][C:15]4[N:16]([C:12]([C:11]([F:29])([F:28])[F:10])=[N:13][N:14]=4)[N:17]=3)[CH2:22][CH2:23]2)[CH:5]=[CH:6][CH:7]=1. The catalyst class is: 1. (6) Reactant: [CH3:1][N:2]1[CH2:8][CH2:7][CH2:6][C:5]2[O:9][C:10]3[CH:15]=[C:14]([N:16]4[CH:21]=[CH:20][C:19]([O:22][CH2:23][C:24]5[CH:25]=[N:26][C:27]([C:30]([F:33])([F:32])[F:31])=[CH:28][CH:29]=5)=[CH:18][C:17]4=[O:34])[CH:13]=[CH:12][C:11]=3[C:4]=2[CH2:3]1.[ClH:35].CCOCC. Product: [ClH:35].[CH3:1][N:2]1[CH2:8][CH2:7][CH2:6][C:5]2[O:9][C:10]3[CH:15]=[C:14]([N:16]4[CH:21]=[CH:20][C:19]([O:22][CH2:23][C:24]5[CH:25]=[N:26][C:27]([C:30]([F:32])([F:33])[F:31])=[CH:28][CH:29]=5)=[CH:18][C:17]4=[O:34])[CH:13]=[CH:12][C:11]=3[C:4]=2[CH2:3]1. The catalyst class is: 5. (7) The catalyst class is: 1. Product: [C:58]([C:56]1[CH:57]=[C:49]([NH:48][C:8]([NH:9][C:10]2[C:19]3[C:14](=[CH:15][CH:16]=[CH:17][CH:18]=3)[C:13]([O:20][C:21]3[CH:26]=[CH:25][N:24]=[C:23]([NH:27][C:28]4[CH:33]=[C:32]([O:34][CH2:35][CH2:36][O:37][CH2:38][CH2:39][O:40][CH2:41][CH2:42][O:43][CH3:44])[CH:31]=[C:30]([O:45][CH3:46])[CH:29]=4)[N:22]=3)=[CH:12][CH:11]=2)=[O:7])[C:50]([O:62][CH3:63])=[C:51]([CH:55]=1)[C:52]([NH2:54])=[O:53])([CH3:60])([CH3:59])[CH3:61]. Reactant: C1([O:7][C:8](=O)[NH:9][C:10]2[C:19]3[C:14](=[CH:15][CH:16]=[CH:17][CH:18]=3)[C:13]([O:20][C:21]3[CH:26]=[CH:25][N:24]=[C:23]([NH:27][C:28]4[CH:33]=[C:32]([O:34][CH2:35][CH2:36][O:37][CH2:38][CH2:39][O:40][CH2:41][CH2:42][O:43][CH3:44])[CH:31]=[C:30]([O:45][CH3:46])[CH:29]=4)[N:22]=3)=[CH:12][CH:11]=2)C=CC=CC=1.[NH2:48][C:49]1[C:50]([O:62][CH3:63])=[C:51]([CH:55]=[C:56]([C:58]([CH3:61])([CH3:60])[CH3:59])[CH:57]=1)[C:52]([NH2:54])=[O:53]. (8) Product: [Br:22][C:10]1[CH:9]=[C:8]2[C@:4]3([N:3]=[C:2]([NH2:1])[CH2:7][O:6][CH2:5]3)[C:20]3[CH:19]=[C:18]([O:21][CH:29]([F:41])[F:28])[N:17]=[CH:16][C:15]=3[O:14][C:13]2=[CH:12][CH:11]=1. Reactant: [NH2:1][C:2]1[CH2:7][O:6][CH2:5][C@:4]2([C:20]3[CH:19]=[C:18]([OH:21])[N:17]=[CH:16][C:15]=3[O:14][C:13]3[C:8]2=[CH:9][C:10]([Br:22])=[CH:11][CH:12]=3)[N:3]=1.[F-].[Cs+].C(#N)C.[F:28][C:29]([F:41])(S(F)(=O)=O)C(O[Si](C)(C)C)=O. The catalyst class is: 25. (9) The catalyst class is: 24. Reactant: C([NH:4][C:5]1[N:6]=[C:7]([N:25]2[CH2:31][CH2:30][CH2:29][NH:28][CH2:27][CH:26]2[C:32](=[O:41])[NH:33][C:34]2[CH:39]=[CH:38][CH:37]=[C:36]([CH3:40])[CH:35]=2)[C:8]2[N:14]=[C:13]([C:15]3[CH:20]=[CH:19][C:18]([O:21][CH3:22])=[C:17]([O:23][CH3:24])[CH:16]=3)[CH:12]=[CH:11][C:9]=2[N:10]=1)(=O)C.C(=O)([O-])[O-].[K+].[K+]. Product: [NH2:4][C:5]1[N:6]=[C:7]([N:25]2[CH2:31][CH2:30][CH2:29][NH:28][CH2:27][CH:26]2[C:32](=[O:41])[NH:33][C:34]2[CH:39]=[CH:38][CH:37]=[C:36]([CH3:40])[CH:35]=2)[C:8]2[N:14]=[C:13]([C:15]3[CH:20]=[CH:19][C:18]([O:21][CH3:22])=[C:17]([O:23][CH3:24])[CH:16]=3)[CH:12]=[CH:11][C:9]=2[N:10]=1.